Dataset: Forward reaction prediction with 1.9M reactions from USPTO patents (1976-2016). Task: Predict the product of the given reaction. (1) Given the reactants Cl[C:2]1[N:6]=[C:5]([CH:7]2[CH2:12][CH:11]([C:13]3[CH:18]=[CH:17][C:16]([C:19]([F:22])([F:21])[F:20])=[CH:15][CH:14]=3)[CH2:10][N:9]([C:23]([N:25]3[CH2:30][CH2:29][O:28][CH2:27][CH2:26]3)=[O:24])[CH2:8]2)[O:4][N:3]=1.[CH:31]1([CH2:34][NH2:35])[CH2:33]C1.[CH2:36](O)C, predict the reaction product. The product is: [CH:34]1([N:35]([CH3:36])[C:2]2[N:6]=[C:5]([CH:7]3[CH2:12][CH:11]([C:13]4[CH:18]=[CH:17][C:16]([C:19]([F:22])([F:21])[F:20])=[CH:15][CH:14]=4)[CH2:10][N:9]([C:23]([N:25]4[CH2:30][CH2:29][O:28][CH2:27][CH2:26]4)=[O:24])[CH2:8]3)[O:4][N:3]=2)[CH2:31][CH2:33]1. (2) Given the reactants [C:1]1([C@H:7]2[C@@H:12]([C:13]([O:15]CC)=[O:14])[CH2:11][CH2:10][N:9]([C:18]([O:20][C:21]([CH3:24])([CH3:23])[CH3:22])=[O:19])[CH2:8]2)[CH:6]=[CH:5][CH:4]=[CH:3][CH:2]=1.CC([O-])(C)C.[Na+].[OH-].[Na+].C(O)(=O)CC(CC(O)=O)(C(O)=O)O, predict the reaction product. The product is: [C:21]([O:20][C:18]([N:9]1[CH2:10][CH2:11][C@@H:12]([C:13]([OH:15])=[O:14])[C@H:7]([C:1]2[CH:6]=[CH:5][CH:4]=[CH:3][CH:2]=2)[CH2:8]1)=[O:19])([CH3:24])([CH3:22])[CH3:23]. (3) Given the reactants C(OC([N:8]1[CH2:13][CH2:12][CH:11]([NH:14][C:15]2[CH:20]=[CH:19][C:18]([C:21]([F:24])([F:23])[F:22])=[CH:17][N:16]=2)[CH2:10][CH2:9]1)=O)(C)(C)C.[ClH:25], predict the reaction product. The product is: [ClH:25].[ClH:25].[NH:8]1[CH2:9][CH2:10][CH:11]([NH:14][C:15]2[CH:20]=[CH:19][C:18]([C:21]([F:23])([F:22])[F:24])=[CH:17][N:16]=2)[CH2:12][CH2:13]1. (4) Given the reactants C[O:2][C:3](=[O:35])[C:4]([CH3:34])([NH:6][C:7]([C:9]1[CH:33]=[CH:32][C:12]2[N:13]([CH3:31])[C:14]([NH:16][C:17]3[S:18][C:19]4[CH:25]=[C:24]([O:26][C:27]([F:30])([F:29])[F:28])[CH:23]=[CH:22][C:20]=4[N:21]=3)=[N:15][C:11]=2[CH:10]=1)=[O:8])[CH3:5].[Li+].[OH-], predict the reaction product. The product is: [CH3:34][C:4]([NH:6][C:7]([C:9]1[CH:33]=[CH:32][C:12]2[N:13]([CH3:31])[C:14]([NH:16][C:17]3[S:18][C:19]4[CH:25]=[C:24]([O:26][C:27]([F:28])([F:29])[F:30])[CH:23]=[CH:22][C:20]=4[N:21]=3)=[N:15][C:11]=2[CH:10]=1)=[O:8])([CH3:5])[C:3]([OH:35])=[O:2]. (5) Given the reactants [F:1][C:2]([F:16])([F:15])[O:3][C:4]1[CH:14]=[CH:13][C:7]([CH2:8][NH:9][C:10](=O)[CH3:11])=[CH:6][CH:5]=1.B, predict the reaction product. The product is: [CH2:10]([NH:9][CH2:8][C:7]1[CH:6]=[CH:5][C:4]([O:3][C:2]([F:1])([F:15])[F:16])=[CH:14][CH:13]=1)[CH3:11].